Dataset: Full USPTO retrosynthesis dataset with 1.9M reactions from patents (1976-2016). Task: Predict the reactants needed to synthesize the given product. The reactants are: C(N1C=CN=C1)(N1C=CN=C1)=O.[CH3:13][C:14]1[S:18][C:17]([C:19]([OH:21])=O)=[CH:16][C:15]=1[NH:22][C:23](=[O:31])[CH2:24][C:25]1[CH:30]=[CH:29][CH:28]=[CH:27][CH:26]=1.[CH2:32]([NH2:42])[C:33]1[CH:41]=[CH:40][C:39]2[O:38][CH2:37][O:36][C:35]=2[CH:34]=1. Given the product [O:38]1[C:39]2[CH:40]=[CH:41][C:33]([CH2:32][NH:42][C:19]([C:17]3[S:18][C:14]([CH3:13])=[C:15]([NH:22][C:23](=[O:31])[CH2:24][C:25]4[CH:30]=[CH:29][CH:28]=[CH:27][CH:26]=4)[CH:16]=3)=[O:21])=[CH:34][C:35]=2[O:36][CH2:37]1, predict the reactants needed to synthesize it.